Dataset: Full USPTO retrosynthesis dataset with 1.9M reactions from patents (1976-2016). Task: Predict the reactants needed to synthesize the given product. (1) Given the product [NH2:35][C:34]1[C:33]([F:37])=[C:32]([C:2]2[N:3]=[C:4]([CH:26]3[CH2:28][CH2:27]3)[N:5]([CH2:18][O:19][CH2:20][CH2:21][Si:22]([CH3:25])([CH3:24])[CH3:23])[C:6]=2[C:7]2[CH:12]=[CH:11][N:10]=[C:9]([NH:13][CH2:14][CH2:15][C:16]#[N:17])[N:8]=2)[CH:31]=[C:30]([Cl:29])[CH:36]=1, predict the reactants needed to synthesize it. The reactants are: Br[C:2]1[N:3]=[C:4]([CH:26]2[CH2:28][CH2:27]2)[N:5]([CH2:18][O:19][CH2:20][CH2:21][Si:22]([CH3:25])([CH3:24])[CH3:23])[C:6]=1[C:7]1[CH:12]=[CH:11][N:10]=[C:9]([NH:13][CH2:14][CH2:15][C:16]#[N:17])[N:8]=1.[Cl:29][C:30]1[CH:31]=[C:32](B2OC(C)(C)C(C)(C)O2)[C:33]([F:37])=[C:34]([CH:36]=1)[NH2:35].C([O-])([O-])=O.[Na+].[Na+]. (2) The reactants are: [NH:1]1[CH2:7][CH2:6][CH2:5][CH2:4][CH2:3][CH2:2]1.Br[CH2:9][CH2:10][CH2:11][N:12]1[C:20](=[O:21])[C:19]2[C:14](=[CH:15][CH:16]=[CH:17][CH:18]=2)[C:13]1=[O:22].C(=O)([O-])[O-].[K+].[K+]. Given the product [N:1]1([CH2:9][CH2:10][CH2:11][N:12]2[C:20](=[O:21])[C:19]3[C:14](=[CH:15][CH:16]=[CH:17][CH:18]=3)[C:13]2=[O:22])[CH2:7][CH2:6][CH2:5][CH2:4][CH2:3][CH2:2]1, predict the reactants needed to synthesize it. (3) Given the product [CH:18]1([C:17]#[C:16][C:15]#[C:14][C:11]2[CH:10]=[CH:9][C:8]([C:7]([OH:21])=[O:6])=[CH:13][CH:12]=2)[CH2:20][CH2:19]1, predict the reactants needed to synthesize it. The reactants are: CO.[OH-].[Na+].C[O:6][C:7](=[O:21])[C:8]1[CH:13]=[CH:12][C:11]([C:14]#[C:15][C:16]#[C:17][CH:18]2[CH2:20][CH2:19]2)=[CH:10][CH:9]=1.Cl.